The task is: Predict the product of the given reaction.. This data is from Forward reaction prediction with 1.9M reactions from USPTO patents (1976-2016). (1) Given the reactants [OH:1][NH:2][C:3]([C:5]1[CH:20]=[CH:19][C:8]2[O:9][C:10]3[CH:15]=[C:14]([N+:16]([O-:18])=[O:17])[CH:13]=[CH:12][C:11]=3[C:7]=2[CH:6]=1)=[NH:4].[CH3:21][C:22]([CH3:33])([CH3:32])[C:23](O[C:21](=O)[C:22]([CH3:33])([CH3:32])[CH3:23])=O, predict the reaction product. The product is: [C:22]([C:33]1[O:1][N:2]=[C:3]([C:5]2[CH:20]=[CH:19][C:8]3[O:9][C:10]4[CH:15]=[C:14]([N+:16]([O-:18])=[O:17])[CH:13]=[CH:12][C:11]=4[C:7]=3[CH:6]=2)[N:4]=1)([CH3:32])([CH3:23])[CH3:21]. (2) Given the reactants Br[C:2]1[N:7]=[C:6]([NH:8][C:9]2([C:12]3[CH:32]=[CH:31][CH:30]=[CH:29][C:13]=3[O:14][CH2:15][CH2:16][N:17](C)[C:18](=O)OCC3C=CC=CC=3)[CH2:11][CH2:10]2)[C:5](=[O:33])[N:4]([C:34]2[CH:39]=[C:38]([C:40](=[O:45])[NH:41][CH:42]3[CH2:44][CH2:43]3)[CH:37]=[C:36]([F:46])[C:35]=2[CH3:47])[CH:3]=1.C([O-])=O.[NH4+].O.C(O)=O, predict the reaction product. The product is: [CH:42]1([NH:41][C:40](=[O:45])[C:38]2[CH:39]=[C:34]([N:4]3[CH:3]=[CH:2][N:7]=[C:6]([NH:8][C:9]4([C:12]5[CH:32]=[CH:31][CH:30]=[CH:29][C:13]=5[O:14][CH2:15][CH2:16][NH:17][CH3:18])[CH2:11][CH2:10]4)[C:5]3=[O:33])[C:35]([CH3:47])=[C:36]([F:46])[CH:37]=2)[CH2:44][CH2:43]1. (3) Given the reactants CCCC[N+](CCCC)(CCCC)CCCC.[F-].[Si]([O:26][CH:27]([N:29]1[CH:33]=[CH:32][C:31]([C:34]([N:36]2[CH2:41][CH2:40][N:39]([C:42]3[CH:43]=[C:44]([CH:48]=[CH:49][CH:50]=3)[C:45]([NH2:47])=[O:46])[CH2:38][CH2:37]2)=[O:35])=[C:30]1[C:51]1[CH:56]=[CH:55][CH:54]=[CH:53][CH:52]=1)[CH3:28])(C(C)(C)C)(C)C.C(OCC)(=O)C, predict the reaction product. The product is: [OH:26][CH:27]([N:29]1[CH:33]=[CH:32][C:31]([C:34]([N:36]2[CH2:37][CH2:38][N:39]([C:42]3[CH:43]=[C:44]([CH:48]=[CH:49][CH:50]=3)[C:45]([NH2:47])=[O:46])[CH2:40][CH2:41]2)=[O:35])=[C:30]1[C:51]1[CH:52]=[CH:53][CH:54]=[CH:55][CH:56]=1)[CH3:28]. (4) Given the reactants I[C:2]1[CH:3]=[N:4][N:5]2[CH2:10][C@H:9]([CH3:11])[N:8]([C:12]([O:14][C:15]([CH3:18])([CH3:17])[CH3:16])=[O:13])[CH2:7][C:6]=12.[CH2:19]1[NH:24][C:23](=[O:25])[CH2:22][N:21]2[C:26](=[O:29])[CH2:27][CH2:28][CH:20]12.CN[C@@H]1CCCC[C@H]1NC.[O-]P([O-])([O-])=O.[K+].[K+].[K+], predict the reaction product. The product is: [O:25]=[C:23]1[CH2:22][N:21]2[C:26](=[O:29])[CH2:27][CH2:28][CH:20]2[CH2:19][N:24]1[C:2]1[CH:3]=[N:4][N:5]2[CH2:10][C@H:9]([CH3:11])[N:8]([C:12]([O:14][C:15]([CH3:18])([CH3:17])[CH3:16])=[O:13])[CH2:7][C:6]=12. (5) The product is: [C:42]([O:24][CH2:23][CH2:22][CH2:21][CH2:20][C:17]1[CH:18]=[CH:19][C:14]([C:11]2[CH:10]=[CH:9][C:8]([N:7]([C:25]3[CH:26]=[CH:27][C:28]([CH3:31])=[CH:29][CH:30]=3)[C:4]3[CH:3]=[CH:2][C:1]([CH3:32])=[CH:6][CH:5]=3)=[CH:13][CH:12]=2)=[CH:15][CH:16]=1)(=[O:43])[CH:41]=[CH2:40]. Given the reactants [C:1]1([CH3:32])[CH:6]=[CH:5][C:4]([N:7]([C:25]2[CH:30]=[CH:29][C:28]([CH3:31])=[CH:27][CH:26]=2)[C:8]2[CH:13]=[CH:12][C:11]([C:14]3[CH:19]=[CH:18][C:17]([CH2:20][CH2:21][CH2:22][CH2:23][OH:24])=[CH:16][CH:15]=3)=[CH:10][CH:9]=2)=[CH:3][CH:2]=1.CN(C)C(=O)C.Cl[CH2:40][CH2:41][C:42](Cl)=[O:43].C(N(CC)CC)C, predict the reaction product. (6) Given the reactants [Cl:1][C:2]1[CH:19]=[CH:18][C:5]2[N:6]([CH:11]3[CH2:15][CH2:14][S:13](=[O:17])(=[O:16])[CH2:12]3)[C:7]([CH2:9]Cl)=[N:8][C:4]=2[CH:3]=1.[CH3:20][S:21]([C:24]1[C:32]2[C:27](=[CH:28][CH:29]=[CH:30][CH:31]=2)[NH:26][N:25]=1)(=[O:23])=[O:22].CS(C1C2C(=CN=CC=2)NN=1)(=O)=O, predict the reaction product. The product is: [Cl:1][C:2]1[CH:19]=[CH:18][C:5]2[N:6]([CH:11]3[CH2:15][CH2:14][S:13](=[O:17])(=[O:16])[CH2:12]3)[C:7]([CH2:9][N:26]3[C:27]4[C:32](=[CH:31][CH:30]=[CH:29][CH:28]=4)[C:24]([S:21]([CH3:20])(=[O:22])=[O:23])=[N:25]3)=[N:8][C:4]=2[CH:3]=1. (7) Given the reactants [NH2:1][C:2]1[S:6][N:5]=[C:4]([CH3:7])[C:3]=1[C:8]([NH:10][C:11]1[CH:12]=[N:13][C:14]([O:17][CH3:18])=[CH:15][CH:16]=1)=[O:9].Cl[C:20]1[CH:29]=[N:28][C:27]2[C:22](=[CH:23][CH:24]=[C:25]([C:30]([F:33])([F:32])[F:31])[CH:26]=2)[N:21]=1.C(=O)([O-])[O-].[Cs+].[Cs+].CC1(C)C2C(=C(P(C3C=CC=CC=3)C3C=CC=CC=3)C=CC=2)OC2C(P(C3C=CC=CC=3)C3C=CC=CC=3)=CC=CC1=2, predict the reaction product. The product is: [CH3:18][O:17][C:14]1[N:13]=[CH:12][C:11]([NH:10][C:8]([C:3]2[C:4]([CH3:7])=[N:5][S:6][C:2]=2[NH:1][C:20]2[CH:29]=[N:28][C:27]3[C:22](=[CH:23][CH:24]=[C:25]([C:30]([F:31])([F:32])[F:33])[CH:26]=3)[N:21]=2)=[O:9])=[CH:16][CH:15]=1.